From a dataset of Forward reaction prediction with 1.9M reactions from USPTO patents (1976-2016). Predict the product of the given reaction. (1) Given the reactants [C:1]([O:5][C:6]([N:8]([CH2:34][C@@H:35]([C:37]1[CH:42]=[CH:41][CH:40]=[C:39]([Cl:43])[CH:38]=1)[OH:36])[CH2:9][CH2:10][C:11]1[CH:16]=[CH:15][C:14]([S:17]([C:20]2[CH:21]=[CH:22][C:23]([N+:31]([O-])=O)=[C:24]([CH:30]=2)[C:25]([O:27][CH2:28][CH3:29])=[O:26])(=[O:19])=[O:18])=[CH:13][CH:12]=1)=[O:7])([CH3:4])([CH3:3])[CH3:2].[Cl-].[NH4+], predict the reaction product. The product is: [NH2:31][C:23]1[CH:22]=[CH:21][C:20]([S:17]([C:14]2[CH:13]=[CH:12][C:11]([CH2:10][CH2:9][N:8]([C:6]([O:5][C:1]([CH3:2])([CH3:4])[CH3:3])=[O:7])[CH2:34][C@@H:35]([C:37]3[CH:42]=[CH:41][CH:40]=[C:39]([Cl:43])[CH:38]=3)[OH:36])=[CH:16][CH:15]=2)(=[O:19])=[O:18])=[CH:30][C:24]=1[C:25]([O:27][CH2:28][CH3:29])=[O:26]. (2) Given the reactants FC(F)(F)S([O:6][Si:7]([CH2:12][CH3:13])([CH2:10][CH3:11])[CH2:8][CH3:9])(=O)=O.O[C@H:17]([C:21]([CH3:38])=[CH:22][C:23]1[N:24]=[C:25]([CH2:28][O:29][C:30]([O:32][CH2:33][C:34]([Cl:37])([Cl:36])[Cl:35])=[O:31])[S:26][CH:27]=1)[CH2:18][CH:19]=[CH2:20].N1C(C)=CC=CC=1C.Cl, predict the reaction product. The product is: [CH2:12]([Si:7]([CH2:8][CH3:9])([CH2:10][CH3:11])[O:6][C@H:17]([C:21]([CH3:38])=[CH:22][C:23]1[N:24]=[C:25]([CH2:28][O:29][C:30]([O:32][CH2:33][C:34]([Cl:36])([Cl:37])[Cl:35])=[O:31])[S:26][CH:27]=1)[CH2:18][CH:19]=[CH2:20])[CH3:13]. (3) Given the reactants [OH:1][C:2]1C2C(=CC=CC=2)N=[CH:4][C:3]=1[C:12]([O:14][CH2:15][CH3:16])=[O:13].[F:17][C:18]1[CH:19]=[C:20]([CH:22]=[CH:23][C:24]=1[F:25])[NH2:21], predict the reaction product. The product is: [F:25][C:24]1[CH:23]=[C:22]2[C:20](=[CH:19][C:18]=1[F:17])[N:21]=[CH:4][C:3]([C:12]([O:14][CH2:15][CH3:16])=[O:13])=[C:2]2[OH:1]. (4) Given the reactants [C:1]([O:10]C)(=O)[C:2]1[C:3](=[CH:5][CH:6]=[CH:7][CH:8]=1)[SH:4].[C:12]([C:14]1[CH:19]=[CH:18][N:17]=[CH:16][CH:15]=1)#[N:13].C(N(CC)CC)C, predict the reaction product. The product is: [N:17]1[CH:18]=[CH:19][C:14]([C:12]2[S:4][C:3]3[CH:5]=[CH:6][CH:7]=[CH:8][C:2]=3[C:1](=[O:10])[N:13]=2)=[CH:15][CH:16]=1. (5) Given the reactants [F:1][C:2]1[CH:3]=[C:4]([CH:14]=[CH:15][CH:16]=1)[O:5][C:6]1[N:11]=[CH:10][C:9]([CH:12]=O)=[CH:8][CH:7]=1.[N+:17]([CH3:20])([O-:19])=[O:18].C([O-])(=O)C.[NH4+].[BH4-].[Na+].C(=O)([O-])O.[Na+], predict the reaction product. The product is: [F:1][C:2]1[CH:3]=[C:4]([CH:14]=[CH:15][CH:16]=1)[O:5][C:6]1[CH:7]=[CH:8][C:9]([CH2:12][CH2:20][N+:17]([O-:19])=[O:18])=[CH:10][N:11]=1.